Dataset: Peptide-MHC class II binding affinity with 134,281 pairs from IEDB. Task: Regression. Given a peptide amino acid sequence and an MHC pseudo amino acid sequence, predict their binding affinity value. This is MHC class II binding data. (1) The peptide sequence is QRAAEPWRDDQRSRS. The MHC is HLA-DQA10501-DQB10301 with pseudo-sequence HLA-DQA10501-DQB10301. The binding affinity (normalized) is 0.315. (2) The MHC is DRB1_0101 with pseudo-sequence DRB1_0101. The binding affinity (normalized) is 0.352. The peptide sequence is RNRLRKGEIECQFLK. (3) The peptide sequence is LPRLIAFTSEHSHFS. The MHC is DRB1_0701 with pseudo-sequence DRB1_0701. The binding affinity (normalized) is 0.569. (4) The peptide sequence is ILFLVKMNALRRLPV. The MHC is DRB1_1501 with pseudo-sequence DRB1_1501. The binding affinity (normalized) is 0.969. (5) The peptide sequence is AGALEVHAVKPVTEE. The MHC is DRB3_0202 with pseudo-sequence DRB3_0202. The binding affinity (normalized) is 0. (6) The peptide sequence is GELQQVDKIDAAFKI. The MHC is DRB5_0101 with pseudo-sequence DRB5_0101. The binding affinity (normalized) is 0.718. (7) The peptide sequence is QKTKQIGNRPGPSRG. The MHC is DRB3_0202 with pseudo-sequence DRB3_0202. The binding affinity (normalized) is 0.439. (8) The binding affinity (normalized) is 0.368. The peptide sequence is EQARKFEEPIWSDFG. The MHC is DRB5_0101 with pseudo-sequence DRB5_0101.